From a dataset of Full USPTO retrosynthesis dataset with 1.9M reactions from patents (1976-2016). Predict the reactants needed to synthesize the given product. (1) Given the product [CH2:21]([O:24][C:25](=[O:53])[C:26]1[CH:31]=[CH:30][C:29]([N:32]([C:45]([O:47][C:48]([CH3:50])([CH3:49])[CH3:51])=[O:46])[CH2:33][C:34]2[CH:39]=[CH:38][C:37]([O:40][C:41]([F:44])([F:42])[F:43])=[CH:36][CH:35]=2)=[C:28]([NH:52][C:9](=[O:11])[CH2:8][O:1][C:2]2[CH:3]=[CH:4][CH:5]=[CH:6][CH:7]=2)[CH:27]=1)[CH:22]=[CH2:23], predict the reactants needed to synthesize it. The reactants are: [O:1]([CH2:8][C:9]([OH:11])=O)[C:2]1[CH:7]=[CH:6][CH:5]=[CH:4][CH:3]=1.C(N=C=NC(C)C)(C)C.[CH2:21]([O:24][C:25](=[O:53])[C:26]1[CH:31]=[CH:30][C:29]([N:32]([C:45]([O:47][C:48]([CH3:51])([CH3:50])[CH3:49])=[O:46])[CH2:33][C:34]2[CH:39]=[CH:38][C:37]([O:40][C:41]([F:44])([F:43])[F:42])=[CH:36][CH:35]=2)=[C:28]([NH2:52])[CH:27]=1)[CH:22]=[CH2:23]. (2) Given the product [Br:12][C:13]1[C:14]2[N:15]([CH:2]=[C:3]([C:5]3[CH:10]=[CH:9][C:8]([OH:11])=[CH:7][CH:6]=3)[N:19]=2)[CH:16]=[CH:17][CH:18]=1, predict the reactants needed to synthesize it. The reactants are: Br[CH2:2][C:3]([C:5]1[CH:10]=[CH:9][C:8]([OH:11])=[CH:7][CH:6]=1)=O.[Br:12][C:13]1[C:14]([NH2:19])=[N:15][CH:16]=[CH:17][CH:18]=1. (3) Given the product [C:4]1([CH2:3][CH2:2][C:1]([O:18][CH2:17]/[CH:16]=[CH:15]/[CH:14]=[CH:13]/[CH3:12])=[O:10])[CH:9]=[CH:8][CH:7]=[CH:6][CH:5]=1, predict the reactants needed to synthesize it. The reactants are: [C:1](Cl)(=[O:10])[CH2:2][CH2:3][C:4]1[CH:9]=[CH:8][CH:7]=[CH:6][CH:5]=1.[CH2:12](O)[C@@H:13](O)[C@@H:14](O)[C@H:15](O)[C@@H:16](O)[CH2:17][OH:18].C(N(CC)CC)C. (4) Given the product [OH:1][CH2:2][C:3]1[CH:4]=[CH:5][C:6]([CH2:7][C@H:8]2[NH:9][CH2:10][CH2:11][N:12]([C:14]([O:16][C:17]([CH3:18])([CH3:20])[CH3:19])=[O:15])[CH2:13]2)=[CH:28][CH:29]=1, predict the reactants needed to synthesize it. The reactants are: [OH:1][CH2:2][C:3]1[CH:29]=[CH:28][C:6]([CH2:7][C@@H:8]2[CH2:13][N:12]([C:14]([O:16][C:17]([CH3:20])([CH3:19])[CH3:18])=[O:15])[CH2:11][CH2:10][N:9]2C(OC(C)(C)C)=O)=[CH:5][CH:4]=1.C(O)(C(F)(F)F)=O. (5) Given the product [ClH:19].[CH3:1][O:2][C:3](=[O:33])[C@H:4]([CH2:12][C:13]1[CH:14]=[C:15]([Cl:32])[C:16]([O:20][CH2:21][CH2:22][CH2:23][NH2:24])=[C:17]([Cl:19])[CH:18]=1)[NH:5][C:6](=[O:11])[C:7]([F:10])([F:8])[F:9], predict the reactants needed to synthesize it. The reactants are: [CH3:1][O:2][C:3](=[O:33])[C@H:4]([CH2:12][C:13]1[CH:18]=[C:17]([Cl:19])[C:16]([O:20][CH2:21][CH2:22][CH2:23][NH:24]C(OC(C)(C)C)=O)=[C:15]([Cl:32])[CH:14]=1)[NH:5][C:6](=[O:11])[C:7]([F:10])([F:9])[F:8]. (6) The reactants are: [NH2:1][C:2](=[O:17])[CH:3]([NH:9]C(=O)OC(C)(C)C)[CH2:4][C:5]([F:8])([F:7])[F:6].[ClH:18]. Given the product [ClH:18].[NH2:9][CH:3]([CH2:4][C:5]([F:8])([F:7])[F:6])[C:2]([NH2:1])=[O:17], predict the reactants needed to synthesize it. (7) Given the product [NH:26]1[C:30]2=[N:31][CH:32]=[CH:33][C:34]([CH2:35][NH:36][C:15]3[N:16]=[CH:17][CH:18]=[CH:19][C:14]=3[C:13]([NH:12][C:8]3[CH:7]=[C:6]4[C:11]([C:2]([CH3:23])([CH3:1])[CH2:3][C:4](=[O:22])[NH:5]4)=[CH:10][CH:9]=3)=[O:21])=[C:29]2[CH2:28][CH2:27]1, predict the reactants needed to synthesize it. The reactants are: [CH3:1][C:2]1([CH3:23])[C:11]2[C:6](=[CH:7][C:8]([NH:12][C:13](=[O:21])[C:14]3[CH:19]=[CH:18][CH:17]=[N:16][C:15]=3F)=[CH:9][CH:10]=2)[NH:5][C:4](=[O:22])[CH2:3]1.Cl.Cl.[NH:26]1[C:30]2=[N:31][CH:32]=[CH:33][C:34]([CH2:35][NH2:36])=[C:29]2[CH2:28][CH2:27]1.